From a dataset of Reaction yield outcomes from USPTO patents with 853,638 reactions. Predict the reaction yield, written as a fraction of the theoretical maximum amount of product (1.0 means a 100% yield; for example, 0.34 means a 34% yield). (1) The reactants are [C:1]1([C:22]2[CH:27]=[CH:26][CH:25]=[CH:24][CH:23]=2)[CH:6]=[CH:5][C:4]([S:7]([NH:10][C:11]2[CH:16]=[CH:15][C:14]([CH:17]=[CH:18][C:19](O)=[O:20])=[CH:13][CH:12]=2)(=[O:9])=[O:8])=[CH:3][CH:2]=1.[Cl:28]CCl. The catalyst is CN(C)C=O. The product is [C:1]1([C:22]2[CH:27]=[CH:26][CH:25]=[CH:24][CH:23]=2)[CH:6]=[CH:5][C:4]([S:7]([NH:10][C:11]2[CH:16]=[CH:15][C:14]([CH:17]=[CH:18][C:19]([Cl:28])=[O:20])=[CH:13][CH:12]=2)(=[O:9])=[O:8])=[CH:3][CH:2]=1. The yield is 0.980. (2) The reactants are [F:1][C:2]1[C:3]2[CH:4]=[C:5]3[C:14]4[N:13]=[C:12]([C:15]5[C:16]([N:35]([CH3:40])[S:36]([CH3:39])(=[O:38])=[O:37])=[CH:17][C:18]6[O:22][C:21]([C:23]7[CH:28]=[CH:27][C:26]([F:29])=[CH:25][CH:24]=7)=[C:20]([C:30]([NH:32][CH3:33])=[O:31])[C:19]=6[CH:34]=5)[CH:11]=[CH:10][C:9]=4[CH2:8][CH:7]([CH2:41]O)[N:6]3[C:43]=2[CH:44]=[CH:45][CH:46]=1.FC(F)(F)S(OS(C(F)(F)F)(=O)=O)(=O)=O.C(N(CC)C(C)C)(C)C.Cl.[F:72][CH:73]1[CH2:76][NH:75][CH2:74]1. The catalyst is C(Cl)Cl.O. The product is [F:1][C:2]1[C:3]2[CH:4]=[C:5]3[C:14]4[N:13]=[C:12]([C:15]5[C:16]([N:35]([CH3:40])[S:36]([CH3:39])(=[O:37])=[O:38])=[CH:17][C:18]6[O:22][C:21]([C:23]7[CH:28]=[CH:27][C:26]([F:29])=[CH:25][CH:24]=7)=[C:20]([C:30]([NH:32][CH3:33])=[O:31])[C:19]=6[CH:34]=5)[CH:11]=[CH:10][C:9]=4[CH2:8][CH:7]([CH2:41][N:75]4[CH2:76][CH:73]([F:72])[CH2:74]4)[N:6]3[C:43]=2[CH:44]=[CH:45][CH:46]=1. The yield is 0.210. (3) The reactants are [OH:1][C:2]1[CH:11]=[C:10]2[C:5]([CH:6]=[C:7]([C:12]([O:14][CH2:15][CH3:16])=[O:13])[CH:8]=[N:9]2)=[CH:4][CH:3]=1.C([O-])([O-])=O.[Cs+].[Cs+].[Cl:23][C:24]1[CH:31]=[CH:30][C:27]([CH2:28]Cl)=[CH:26][CH:25]=1. The catalyst is CN(C=O)C. The product is [Cl:23][C:24]1[CH:31]=[CH:30][C:27]([CH2:28][O:1][C:2]2[CH:11]=[C:10]3[C:5]([CH:6]=[C:7]([C:12]([O:14][CH2:15][CH3:16])=[O:13])[CH:8]=[N:9]3)=[CH:4][CH:3]=2)=[CH:26][CH:25]=1. The yield is 0.630.